This data is from Forward reaction prediction with 1.9M reactions from USPTO patents (1976-2016). The task is: Predict the product of the given reaction. (1) Given the reactants [CH:1]([CH:4]1[C:9](=[O:10])[NH:8][C:7]2[CH:11]=[C:12]([O:34][CH3:35])[CH:13]=[C:14]([C:15]3[C:16]4[CH:25]=[N:24][N:23](COCC[Si](C)(C)C)[C:17]=4[C:18](=[O:22])[N:19]([CH3:21])[CH:20]=3)[C:6]=2[O:5]1)([CH3:3])[CH3:2].[OH-].[NH4+], predict the reaction product. The product is: [CH:1]([CH:4]1[C:9](=[O:10])[NH:8][C:7]2[CH:11]=[C:12]([O:34][CH3:35])[CH:13]=[C:14]([C:15]3[C:16]4[CH:25]=[N:24][NH:23][C:17]=4[C:18](=[O:22])[N:19]([CH3:21])[CH:20]=3)[C:6]=2[O:5]1)([CH3:3])[CH3:2]. (2) Given the reactants [C:1]([NH:5][S:6]([C:9]1[CH:14]=[CH:13][C:12]([C:15]2[N:16]([C:36](Cl)=[O:37])[C:17]([C:29]3[CH:34]=[CH:33][C:32]([Cl:35])=[CH:31][CH:30]=3)([CH3:28])[C:18]([C:21]3[CH:26]=[CH:25][C:24]([Cl:27])=[CH:23][CH:22]=3)([CH3:20])[N:19]=2)=[C:11]([O:39][CH2:40][CH3:41])[CH:10]=1)(=[O:8])=[O:7])([CH3:4])([CH3:3])[CH3:2].Cl.Cl.[CH3:44][S:45]([CH2:48][CH2:49][CH2:50][N:51]1[CH2:56][CH2:55][NH:54][CH2:53][CH2:52]1)(=[O:47])=[O:46], predict the reaction product. The product is: [Cl:27][C:24]1[CH:23]=[CH:22][C:21]([C@@:18]2([CH3:20])[C@:17]([C:29]3[CH:30]=[CH:31][C:32]([Cl:35])=[CH:33][CH:34]=3)([CH3:28])[N:16]([C:36]([N:54]3[CH2:53][CH2:52][N:51]([CH2:50][CH2:49][CH2:48][S:45]([CH3:44])(=[O:46])=[O:47])[CH2:56][CH2:55]3)=[O:37])[C:15]([C:12]3[CH:13]=[CH:14][C:9]([S:6]([NH:5][C:1]([CH3:3])([CH3:2])[CH3:4])(=[O:8])=[O:7])=[CH:10][C:11]=3[O:39][CH2:40][CH3:41])=[N:19]2)=[CH:26][CH:25]=1. (3) Given the reactants [Br:1][C:2]1[CH:3]=[C:4]2[CH:10]=[CH:9][NH:8][C:5]2=[N:6][CH:7]=1.[CH3:11][O:12][C:13](=[O:25])[NH:14][C:15]1[CH:20]=[CH:19][C:18]([F:21])=[C:17]([CH:22]=[O:23])[C:16]=1[F:24].CO.[OH-].[K+], predict the reaction product. The product is: [CH3:11][O:12][C:13](=[O:25])[NH:14][C:15]1[CH:20]=[CH:19][C:18]([F:21])=[C:17]([CH:22]([C:10]2[C:4]3[C:5](=[N:6][CH:7]=[C:2]([Br:1])[CH:3]=3)[NH:8][CH:9]=2)[OH:23])[C:16]=1[F:24]. (4) The product is: [C:51]12([O:61][CH2:62][CH2:63][O:64][CH2:65][CH2:66][O:67][CH2:68][CH2:69][O:70][CH2:71][CH2:72][O:73][CH2:74][CH2:75][NH2:2])[CH2:60][CH:55]3[CH2:56][CH:57]([CH2:59][CH:53]([CH2:54]3)[CH2:52]1)[CH2:58]2. Given the reactants C(C1C=CC(N2C(=O)C(C)(C)N(CCCC(O)=O)C2=S)=CC=1C(F)(F)F)#[N:2].C(Cl)CCl.C1C=CC2N(O)N=NC=2C=1.CCN(C(C)C)C(C)C.[C:51]12([O:61][CH:62](N)[CH2:63][O:64][CH2:65][CH2:66][O:67][CH2:68][CH2:69][O:70][CH2:71][CH2:72][O:73][CH2:74][CH3:75])[CH2:60][CH:55]3[CH2:56][CH:57]([CH2:59][CH:53]([CH2:54]3)[CH2:52]1)[CH2:58]2, predict the reaction product. (5) The product is: [CH2:1]([O:5][C:6]1[C:15]2[C:10](=[CH:11][CH:12]=[C:13]([F:16])[CH:14]=2)[C:9](=[O:17])[N:8]([CH2:18][C:19]([CH3:22])([CH3:21])[CH3:20])[C:7]=1[CH2:23][N:29]1[C:25](=[O:35])[C:26]2[C:27](=[CH:31][CH:32]=[CH:33][CH:34]=2)[C:28]1=[O:30])[CH2:2][CH2:3][CH3:4]. Given the reactants [CH2:1]([O:5][C:6]1[C:15]2[C:10](=[CH:11][CH:12]=[C:13]([F:16])[CH:14]=2)[C:9](=[O:17])[N:8]([CH2:18][C:19]([CH3:22])([CH3:21])[CH3:20])[C:7]=1[CH2:23]Cl)[CH2:2][CH2:3][CH3:4].[C:25]1(=[O:35])[NH:29][C:28](=[O:30])[C:27]2=[CH:31][CH:32]=[CH:33][CH:34]=[C:26]12.[K].O, predict the reaction product. (6) Given the reactants [F:1][C:2]1[CH:10]=[CH:9][C:8]([CH2:11][C:12]2[C:21]3[C:16](=[CH:17][CH:18]=[CH:19][CH:20]=3)[C:15](=[O:22])[NH:14][N:13]=2)=[CH:7][C:3]=1[C:4](O)=[O:5].F[P-](F)(F)(F)(F)F.N1(OC(N(C)C)=[N+](C)C)C2C=CC=CC=2N=N1.[F:47][C:48]([F:63])([F:62])[C:49]1[N:53]2[CH2:54][CH2:55][NH:56][CH2:57][C:52]2=[C:51]([C:58]([O:60][CH3:61])=[O:59])[N:50]=1.C(N(CC)C(C)C)(C)C, predict the reaction product. The product is: [F:1][C:2]1[CH:10]=[CH:9][C:8]([CH2:11][C:12]2[C:21]3[C:16](=[CH:17][CH:18]=[CH:19][CH:20]=3)[C:15](=[O:22])[NH:14][N:13]=2)=[CH:7][C:3]=1[C:4]([N:56]1[CH2:55][CH2:54][N:53]2[C:49]([C:48]([F:63])([F:47])[F:62])=[N:50][C:51]([C:58]([O:60][CH3:61])=[O:59])=[C:52]2[CH2:57]1)=[O:5]. (7) Given the reactants Br.Br[CH2:3][C:4]([C:6]1[CH:11]=[CH:10][N:9]=[CH:8][CH:7]=1)=O.[CH3:12][N:13]([CH3:27])[CH2:14][CH2:15][O:16][C:17]1[CH:22]=[CH:21][C:20]([NH:23][C:24]([NH2:26])=[S:25])=[CH:19][CH:18]=1.N, predict the reaction product. The product is: [CH3:12][N:13]([CH3:27])[CH2:14][CH2:15][O:16][C:17]1[CH:22]=[CH:21][C:20]([NH:23][C:24]2[S:25][CH:3]=[C:4]([C:6]3[CH:11]=[CH:10][N:9]=[CH:8][CH:7]=3)[N:26]=2)=[CH:19][CH:18]=1. (8) Given the reactants [NH2:1][C:2]([NH:4][C:5]1[C:6]([C:17]([NH2:19])=[O:18])=[N:7][N:8]([C:10]2[CH:15]=[CH:14][CH:13]=[C:12](Br)[CH:11]=2)[CH:9]=1)=[O:3].[I-:20].[Na+].CNCCNC, predict the reaction product. The product is: [C:17]([C:6]1[C:5]([NH:4][C:2]([NH2:1])=[O:3])=[CH:9][N:8]([C:10]2[CH:15]=[CH:14][CH:13]=[C:12]([I:20])[CH:11]=2)[N:7]=1)(=[O:18])[NH2:19]. (9) Given the reactants [NH:1]1[CH2:6][CH2:5][CH:4]([NH:7][C:8]2[S:9][C:10]([C:13]([F:16])([F:15])[F:14])=[N:11][N:12]=2)[CH2:3][CH2:2]1.[F:17][C:18]([F:29])([F:28])[O:19][C:20]1[CH:21]=[C:22]([CH:25]=[CH:26][CH:27]=1)[CH:23]=O.C(O[BH-](OC(=O)C)OC(=O)C)(=O)C, predict the reaction product. The product is: [F:17][C:18]([F:28])([F:29])[O:19][C:20]1[CH:21]=[C:22]([CH:25]=[CH:26][CH:27]=1)[CH2:23][N:1]1[CH2:6][CH2:5][CH:4]([NH:7][C:8]2[S:9][C:10]([C:13]([F:16])([F:14])[F:15])=[N:11][N:12]=2)[CH2:3][CH2:2]1. (10) Given the reactants [H-].[Na+].[OH:3][C:4]1[CH:29]=[CH:28][C:27]([O:30][CH3:31])=[CH:26][C:5]=1[CH2:6][N:7]([C:11]1[CH:16]=[C:15]([F:17])[CH:14]=[CH:13][C:12]=1[O:18][C:19]1[CH:24]=[CH:23][C:22]([Br:25])=[CH:21][CH:20]=1)[C:8](=[O:10])[CH3:9].[CH3:32]I, predict the reaction product. The product is: [CH3:32][O:3][C:4]1[CH:29]=[CH:28][C:27]([O:30][CH3:31])=[CH:26][C:5]=1[CH2:6][N:7]([C:11]1[CH:16]=[C:15]([F:17])[CH:14]=[CH:13][C:12]=1[O:18][C:19]1[CH:24]=[CH:23][C:22]([Br:25])=[CH:21][CH:20]=1)[C:8](=[O:10])[CH3:9].